Binary Classification. Given a miRNA mature sequence and a target amino acid sequence, predict their likelihood of interaction. From a dataset of Experimentally validated miRNA-target interactions with 360,000+ pairs, plus equal number of negative samples. The miRNA is hsa-miR-193b-5p with sequence CGGGGUUUUGAGGGCGAGAUGA. The protein sequence of the target gene is MEGLEENGGVVQVGELLPCKICGRTFFPVALKKHGPICQKTATKKRKTFDSSRQRAEGTDIPTVKPLKPRPEPPKKPSNWRRKHEEFIATIRAAKGLDQALKEGGKLPPPPPPSYDPDYIQCPYCQRRFNENAADRHINFCKEQAARISNKGKFSTDTKGKPTSRTQVYKPPALKKSNSPGTASSGSSRLPQPSGAGKTVVGVPSGKVSSSSSSLGNKLQTLSPSHKGIAAPHAGANVKPRNSTPPSLARNPAPGVLTNKRKTYTESYIARPDGDCASSLNGGNIKGIEGHSPGNLPKFC.... Result: 1 (interaction).